Dataset: Catalyst prediction with 721,799 reactions and 888 catalyst types from USPTO. Task: Predict which catalyst facilitates the given reaction. (1) Reactant: [Cl:1][C:2]1[CH:7]=[C:6]([C:8]2[CH:13]=[CH:12][C:11]([Cl:14])=[CH:10][CH:9]=2)[CH:5]=[CH:4][C:3]=1[CH2:15][C:16]([O:18][CH2:19][CH3:20])=[O:17].[Li+].C[Si]([N-][Si](C)(C)C)(C)C.[Cl:31][C:32]1([C:35](OC2C(F)=C(F)C(F)=C(F)C=2F)=[O:36])[CH2:34][CH2:33]1. Product: [Cl:1][C:2]1[CH:7]=[C:6]([C:8]2[CH:9]=[CH:10][C:11]([Cl:14])=[CH:12][CH:13]=2)[CH:5]=[CH:4][C:3]=1[CH:15]([C:35]([C:32]1([Cl:31])[CH2:34][CH2:33]1)=[O:36])[C:16]([O:18][CH2:19][CH3:20])=[O:17]. The catalyst class is: 1. (2) Reactant: [OH-].[Na+].CO.[CH:5]1([C:8]2[CH:13]=[C:12]([CH2:14][N:15]3[CH2:20][CH2:19][CH:18]([N:21]4[CH2:30][CH2:29][C:28]5[N:27]=[C:26]([CH2:31][CH2:32][CH3:33])[C:25]([C:34]([O:36]C)=[O:35])=[CH:24][C:23]=5[C:22]4=[O:38])[CH2:17][CH2:16]3)[C:11]([O:39][CH2:40][CH3:41])=[CH:10][C:9]=2[C:42]2[CH:47]=[CH:46][CH:45]=[CH:44][C:43]=2[F:48])[CH2:7][CH2:6]1.Cl. Product: [CH:5]1([C:8]2[CH:13]=[C:12]([CH2:14][N:15]3[CH2:20][CH2:19][CH:18]([N:21]4[CH2:30][CH2:29][C:28]5[N:27]=[C:26]([CH2:31][CH2:32][CH3:33])[C:25]([C:34]([OH:36])=[O:35])=[CH:24][C:23]=5[C:22]4=[O:38])[CH2:17][CH2:16]3)[C:11]([O:39][CH2:40][CH3:41])=[CH:10][C:9]=2[C:42]2[CH:47]=[CH:46][CH:45]=[CH:44][C:43]=2[F:48])[CH2:6][CH2:7]1. The catalyst class is: 476. (3) Reactant: [NH2:1][C:2]1[C:10]([Br:11])=[CH:9][C:8]([C:12]([F:15])([F:14])[F:13])=[CH:7][C:3]=1[C:4]([OH:6])=O.[Cl:16][C:17]1[CH:18]=[CH:19][C:20]([S:25][CH2:26][CH3:27])=[C:21]([CH:24]=1)[CH2:22][NH2:23].Cl.ClC1C=CC(S(CC)(=O)=O)=C(C=1)CN. Product: [NH2:1][C:2]1[C:10]([Br:11])=[CH:9][C:8]([C:12]([F:15])([F:14])[F:13])=[CH:7][C:3]=1[C:4]([NH:23][CH2:22][C:21]1[CH:24]=[C:17]([Cl:16])[CH:18]=[CH:19][C:20]=1[S:25][CH2:26][CH3:27])=[O:6]. The catalyst class is: 3.